From a dataset of Forward reaction prediction with 1.9M reactions from USPTO patents (1976-2016). Predict the product of the given reaction. (1) Given the reactants [F:1][C:2]1[C:7]([C:8]([F:11])([F:10])[F:9])=[CH:6][CH:5]=[CH:4][C:3]=1[C:12]1[N:13]=[C:14]([CH2:17][N:18]2[CH:22]=[C:21]([C:23]([O:25]CC)=[O:24])[CH:20]=[N:19]2)[S:15][CH:16]=1.[OH-].[Na+].O, predict the reaction product. The product is: [F:1][C:2]1[C:7]([C:8]([F:9])([F:10])[F:11])=[CH:6][CH:5]=[CH:4][C:3]=1[C:12]1[N:13]=[C:14]([CH2:17][N:18]2[CH:22]=[C:21]([C:23]([OH:25])=[O:24])[CH:20]=[N:19]2)[S:15][CH:16]=1. (2) Given the reactants [CH2:1]([C:3]1[CH:8]=[CH:7][C:6]([CH2:9][C:10]([O:12][CH2:13][CH3:14])=[O:11])=[CH:5][C:4]=1[O:15]C)[CH3:2].B(Br)(Br)Br, predict the reaction product. The product is: [CH2:13]([O:12][C:10](=[O:11])[CH2:9][C:6]1[CH:7]=[CH:8][C:3]([CH2:1][CH3:2])=[C:4]([OH:15])[CH:5]=1)[CH3:14].